Task: Predict which catalyst facilitates the given reaction.. Dataset: Catalyst prediction with 721,799 reactions and 888 catalyst types from USPTO (1) Reactant: [F:1][C:2]1[CH:10]=[CH:9][CH:8]=[C:7]([N+:11]([O-:13])=[O:12])[C:3]=1[C:4]([OH:6])=[O:5].[Si](C=[N+]=[N-])(C)(C)[CH3:15]. Product: [F:1][C:2]1[CH:10]=[CH:9][CH:8]=[C:7]([N+:11]([O-:13])=[O:12])[C:3]=1[C:4]([O:6][CH3:15])=[O:5]. The catalyst class is: 449. (2) Reactant: C(OC([NH:8][C:9]1[C:14]([C:15]([OH:17])=[O:16])=[CH:13][N:12]=[CH:11][CH:10]=1)=O)(C)(C)C.C(O)(C(F)(F)F)=O. Product: [NH2:8][C:9]1[C:14]([C:15]([OH:17])=[O:16])=[CH:13][N:12]=[CH:11][CH:10]=1. The catalyst class is: 2. (3) The catalyst class is: 131. Reactant: [Br:1][C:2]1[CH:19]=[CH:18][C:5]([CH2:6][N:7]2[C:11]3[CH:12]=[C:13]([CH3:16])[CH:14]=[CH:15][C:10]=3[NH:9][C:8]2=[NH:17])=[CH:4][CH:3]=1.Br[CH2:21][CH2:22][CH2:23][O:24][C:25]1[CH:30]=[CH:29][C:28]([F:31])=[CH:27][CH:26]=1. Product: [BrH:1].[Br:1][C:2]1[CH:19]=[CH:18][C:5]([CH2:6][N:7]2[C:11]3[CH:12]=[C:13]([CH3:16])[CH:14]=[CH:15][C:10]=3[N:9]([CH2:21][CH2:22][CH2:23][O:24][C:25]3[CH:26]=[CH:27][C:28]([F:31])=[CH:29][CH:30]=3)[C:8]2=[NH:17])=[CH:4][CH:3]=1. (4) Reactant: [NH:1]([C:10]([O:12][CH2:13][CH:14]1[C:26]2[C:21](=[CH:22][CH:23]=[CH:24][CH:25]=2)[C:20]2[C:15]1=[CH:16][CH:17]=[CH:18][CH:19]=2)=[O:11])[CH2:2][CH2:3][CH2:4][CH2:5][CH2:6][C:7](O)=[O:8].C1C=CC2N(O)N=NC=2C=1.CN(C(ON1N=NC2C=CC=CC1=2)=[N+](C)C)C.F[P-](F)(F)(F)(F)F.C(N(C(C)C)CC)(C)C.[C:70]([O:74][C:75]([CH3:78])([CH3:77])[CH3:76])(=[O:73])[NH:71][NH2:72]. Product: [C:75]([O:74][C:70]([NH:71][NH:72][C:7](=[O:8])[CH2:6][CH2:5][CH2:4][CH2:3][CH2:2][NH:1][C:10]([O:12][CH2:13][CH:14]1[C:26]2[CH:25]=[CH:24][CH:23]=[CH:22][C:21]=2[C:20]2[C:15]1=[CH:16][CH:17]=[CH:18][CH:19]=2)=[O:11])=[O:73])([CH3:78])([CH3:77])[CH3:76]. The catalyst class is: 42. (5) Reactant: [OH-].[Na+].[Br:3][C:4]1[CH:5]=[C:6]2[C:11](=[CH:12][CH:13]=1)[N:10]=[CH:9][C:8]([C:14]([O:16]CC)=[O:15])=[C:7]2[NH:19][CH2:20][C@@H:21]([O:23][CH3:24])[CH3:22].Cl. Product: [Br:3][C:4]1[CH:5]=[C:6]2[C:11](=[CH:12][CH:13]=1)[N:10]=[CH:9][C:8]([C:14]([OH:16])=[O:15])=[C:7]2[NH:19][CH2:20][C@@H:21]([O:23][CH3:24])[CH3:22]. The catalyst class is: 132. (6) Reactant: FC(F)(F)C(O)=O.[C:8]([N:12]([CH2:18]OC)[CH2:13][Si](C)(C)C)([CH3:11])([CH3:10])[CH3:9].[F:21][C:22]1[CH:27]=[CH:26][C:25](/[CH:28]=[CH:29]/[C:30]([O:32][CH3:33])=[O:31])=[CH:24][CH:23]=1.C(=O)(O)[O-].[Na+]. The catalyst class is: 2. Product: [C:8]([N:12]1[CH2:13][C@@H:28]([C:25]2[CH:24]=[CH:23][C:22]([F:21])=[CH:27][CH:26]=2)[C@H:29]([C:30]([O:32][CH3:33])=[O:31])[CH2:18]1)([CH3:9])([CH3:10])[CH3:11]. (7) Reactant: CS[C:3]1[NH:4][C:5](=[O:14])[C:6]([C:9]([O:11][CH2:12][CH3:13])=[O:10])=[CH:7][N:8]=1.[NH:15]1[C:23]2[C:18](=[CH:19][CH:20]=[C:21]([NH2:24])[CH:22]=2)[CH:17]=[N:16]1. Product: [NH:15]1[C:23]2[C:18](=[CH:19][CH:20]=[C:21]([NH:24][C:3]3[NH:4][C:5](=[O:14])[C:6]([C:9]([O:11][CH2:12][CH3:13])=[O:10])=[CH:7][N:8]=3)[CH:22]=2)[CH:17]=[N:16]1. The catalyst class is: 8.